Dataset: Full USPTO retrosynthesis dataset with 1.9M reactions from patents (1976-2016). Task: Predict the reactants needed to synthesize the given product. (1) Given the product [F:34][C:35]([F:47])([F:46])[C:5]([OH:7])=[O:6].[CH3:5][C@@H:2]1[N:1]([CH2:32][C:31]2[CH:30]=[CH:29][N:28]=[CH:27][C:26]=2[CH3:25])[C:8](=[O:9])[N:43]([C:42]2[CH:44]=[CH:45][C:39]([S:36]([C:35]([F:46])([F:34])[F:47])(=[O:37])=[O:38])=[CH:40][CH:41]=2)[C:3]1=[O:4], predict the reactants needed to synthesize it. The reactants are: [NH:1]([C:8](OCC1C2C(=CC=CC=2)C2C1=CC=CC=2)=[O:9])[C@H:2]([C:5]([OH:7])=[O:6])[CH2:3][OH:4].[CH3:25][C:26]1[CH:27]=[N:28][CH:29]=[CH:30][C:31]=1[CH:32]=O.[F:34][C:35]([F:47])([F:46])[S:36]([C:39]1[CH:45]=[CH:44][C:42]([NH2:43])=[CH:41][CH:40]=1)(=[O:38])=[O:37]. (2) Given the product [C:1]([C:5]1[CH:6]=[CH:7][C:8]([C@@H:11]([NH:13][C:37]([C:33]2[CH:32]=[C:31]3[C:36](=[CH:35][CH:34]=2)[N:28]([CH:26]([C:23]2[CH:24]=[CH:25][C:20]([O:19][C@@H:17]([CH3:18])[C:16]([O:15][CH3:14])=[O:42])=[CH:21][CH:22]=2)[CH3:27])[C:29]([CH3:41])=[C:30]3[CH3:40])=[O:38])[CH3:12])=[CH:9][CH:10]=1)([CH3:4])([CH3:2])[CH3:3], predict the reactants needed to synthesize it. The reactants are: [C:1]([C:5]1[CH:10]=[CH:9][C:8]([C@@H:11]([NH2:13])[CH3:12])=[CH:7][CH:6]=1)([CH3:4])([CH3:3])[CH3:2].[CH3:14][O:15][C:16](=[O:42])[C@@H:17]([O:19][C:20]1[CH:25]=[CH:24][C:23]([CH:26]([N:28]2[C:36]3[C:31](=[CH:32][C:33]([C:37](O)=[O:38])=[CH:34][CH:35]=3)[C:30]([CH3:40])=[C:29]2[CH3:41])[CH3:27])=[CH:22][CH:21]=1)[CH3:18].